From a dataset of Forward reaction prediction with 1.9M reactions from USPTO patents (1976-2016). Predict the product of the given reaction. (1) Given the reactants [N+:1]([C:4]1[CH:12]=[CH:11][C:7]([C:8]([OH:10])=[O:9])=[C:6]([O:13][CH3:14])[CH:5]=1)([O-])=O, predict the reaction product. The product is: [NH2:1][C:4]1[CH:12]=[CH:11][C:7]([C:8]([OH:10])=[O:9])=[C:6]([O:13][CH3:14])[CH:5]=1. (2) Given the reactants [C:1]([O:4][CH2:5][CH2:6][O:7][C:8]1[CH:13]=[CH:12][C:11]([C:14]([N:16]2[C:22]3[CH:23]=[CH:24][CH:25]=[CH:26][C:21]=3[CH2:20][N:19]([CH2:27][CH2:28][NH:29][CH2:30][CH2:31][O:32][CH3:33])[C:18](=[O:34])[CH2:17]2)=[O:15])=[C:10]([Cl:35])[CH:9]=1)(=[O:3])[CH3:2].[H-].[Na+].I[CH3:39], predict the reaction product. The product is: [C:1]([O:4][CH2:5][CH2:6][O:7][C:8]1[CH:13]=[CH:12][C:11]([C:14]([N:16]2[C:22]3[CH:23]=[CH:24][CH:25]=[CH:26][C:21]=3[CH2:20][N:19]([CH2:27][CH2:28][N:29]([CH2:30][CH2:31][O:32][CH3:33])[CH3:39])[C:18](=[O:34])[CH2:17]2)=[O:15])=[C:10]([Cl:35])[CH:9]=1)(=[O:3])[CH3:2]. (3) Given the reactants [CH3:1][C:2]1[CH:3]=[C:4]([N:10]2[C:18]3[C:13](=[C:14]([O:19]CC4C=CC=CC=4)[CH:15]=[CH:16][CH:17]=3)[CH:12]=[N:11]2)[CH:5]=[CH:6][C:7]=1[O:8]C.B(Br)(Br)Br, predict the reaction product. The product is: [OH:8][C:7]1[CH:6]=[CH:5][C:4]([N:10]2[C:18]3[CH:17]=[CH:16][CH:15]=[C:14]([OH:19])[C:13]=3[CH:12]=[N:11]2)=[CH:3][C:2]=1[CH3:1]. (4) Given the reactants [Cl:1][C:2]1[CH:7]=[CH:6][C:5]([N:8]2[C:12]([CH3:13])=[C:11]([C:14]([NH:16][NH:17][C:18](=O)[C:19]([CH3:22])([CH3:21])[CH3:20])=[O:15])[N:10]=[C:9]2[C:24]2[CH:29]=[CH:28][C:27]([Cl:30])=[CH:26][C:25]=2[Cl:31])=[CH:4][CH:3]=1.CC[N+](S(N=C(OC)[O-])(=O)=O)(CC)CC, predict the reaction product. The product is: [C:19]([C:18]1[O:15][C:14]([C:11]2[N:10]=[C:9]([C:24]3[CH:29]=[CH:28][C:27]([Cl:30])=[CH:26][C:25]=3[Cl:31])[N:8]([C:5]3[CH:4]=[CH:3][C:2]([Cl:1])=[CH:7][CH:6]=3)[C:12]=2[CH3:13])=[N:16][N:17]=1)([CH3:22])([CH3:21])[CH3:20]. (5) The product is: [C:30]([CH2:33][N:34]([CH2:35][C:36]([OH:38])=[O:37])[CH2:28][C:13]1[C:14]([C:22]2[CH:27]=[CH:26][CH:25]=[CH:24][CH:23]=2)=[N:15][C:16]2[C:21]([C:12]=1[C:10](=[O:11])[NH:9][C@H:7]([CH:1]1[CH2:6][CH2:5][CH2:4][CH2:3][CH2:2]1)[CH3:8])=[CH:20][CH:19]=[CH:18][CH:17]=2)([OH:32])=[O:31]. Given the reactants [CH:1]1([C@@H:7]([NH:9][C:10]([C:12]2[C:21]3[C:16](=[CH:17][CH:18]=[CH:19][CH:20]=3)[N:15]=[C:14]([C:22]3[CH:27]=[CH:26][CH:25]=[CH:24][CH:23]=3)[C:13]=2[CH2:28]Br)=[O:11])[CH3:8])[CH2:6][CH2:5][CH2:4][CH2:3][CH2:2]1.[C:30]([CH2:33][NH:34][CH2:35][C:36]([OH:38])=[O:37])([OH:32])=[O:31].C(N(C(C)C)C(C)C)C, predict the reaction product. (6) Given the reactants Cl[CH2:2][C:3]([C:5]1[CH:14]=[CH:13][C:12]([OH:15])=[C:11]2[C:6]=1[CH:7]=[CH:8][C:9](=[O:16])[NH:10]2)=[O:4].[CH2:17]1[C:25]2[C:20](=[CH:21][CH:22]=[CH:23][CH:24]=2)[CH2:19][CH:18]1[NH2:26], predict the reaction product. The product is: [OH:15][C:12]1[CH:13]=[CH:14][C:5]([C:3](=[O:4])[CH2:2][NH:26][CH:18]2[CH2:19][C:20]3[C:25](=[CH:24][CH:23]=[CH:22][CH:21]=3)[CH2:17]2)=[C:6]2[C:11]=1[NH:10][C:9](=[O:16])[CH:8]=[CH:7]2.